Dataset: Reaction yield outcomes from USPTO patents with 853,638 reactions. Task: Predict the reaction yield, written as a fraction of the theoretical maximum amount of product (1.0 means a 100% yield; for example, 0.34 means a 34% yield). (1) The reactants are [CH3:1][C:2]([CH3:29])([CH2:27][CH3:28])[C:3]([O:5][C:6]1[S:14][C:13]2[CH2:12][CH2:11][N:10]([C@@H:15]([C:20]3[CH:25]=[CH:24][CH:23]=[CH:22][C:21]=3[Cl:26])[C:16]([O:18][CH3:19])=[O:17])[CH2:9][C:8]=2[CH:7]=1)=[O:4].Cl. The catalyst is C(OCC)C. The product is [ClH:26].[CH3:1][C:2]([CH3:29])([CH2:27][CH3:28])[C:3]([O:5][C:6]1[S:14][C:13]2[CH2:12][CH2:11][N:10]([C@@H:15]([C:20]3[CH:25]=[CH:24][CH:23]=[CH:22][C:21]=3[Cl:26])[C:16]([O:18][CH3:19])=[O:17])[CH2:9][C:8]=2[CH:7]=1)=[O:4]. The yield is 0.880. (2) The reactants are [CH3:1][O:2][C:3](=[O:42])[CH2:4][C@H:5]([OH:41])[CH2:6][C:7](=[O:40])[CH:8]=[CH:9][C:10]1[N:11]([CH:37]([CH3:39])[CH3:38])[C:12]([C:29]([N:31]2[CH2:36][CH2:35][CH2:34][CH2:33][CH2:32]2)=[O:30])=[C:13]([C:22]2[CH:27]=[CH:26][C:25]([F:28])=[CH:24][CH:23]=2)[C:14]=1[C:15]1[CH:20]=[CH:19][C:18]([F:21])=[CH:17][CH:16]=1.C(B(CC)OC)C.[BH4-].[Na+]. The catalyst is C1COCC1.C(O)(=O)C.CO. The product is [CH3:1][O:2][C:3](=[O:42])[CH2:4][C@H:5]([OH:41])[CH2:6][C@H:7]([OH:40])[CH:8]=[CH:9][C:10]1[N:11]([CH:37]([CH3:38])[CH3:39])[C:12]([C:29]([N:31]2[CH2:36][CH2:35][CH2:34][CH2:33][CH2:32]2)=[O:30])=[C:13]([C:22]2[CH:27]=[CH:26][C:25]([F:28])=[CH:24][CH:23]=2)[C:14]=1[C:15]1[CH:16]=[CH:17][C:18]([F:21])=[CH:19][CH:20]=1. The yield is 0.500. (3) The reactants are [C:1]([O:5][C:6](=[O:31])[CH2:7][C:8]1[CH:24]=[CH:23][C:11]([O:12][C:13]2[CH:22]=[CH:21][C:16]([C:17]([O:19]C)=[O:18])=[CH:15][CH:14]=2)=[C:10]([CH2:25][NH:26][S:27]([CH3:30])(=[O:29])=[O:28])[CH:9]=1)([CH3:4])([CH3:3])[CH3:2].O[Li].O. The catalyst is O1CCOCC1.O.C(OCC)(=O)C.Cl. The product is [C:1]([O:5][C:6](=[O:31])[CH2:7][C:8]1[CH:24]=[CH:23][C:11]([O:12][C:13]2[CH:22]=[CH:21][C:16]([C:17]([OH:19])=[O:18])=[CH:15][CH:14]=2)=[C:10]([CH2:25][NH:26][S:27]([CH3:30])(=[O:29])=[O:28])[CH:9]=1)([CH3:3])([CH3:4])[CH3:2]. The yield is 0.814. (4) The product is [CH2:1]([O:3][C:4]([C:6]12[CH2:8][CH:7]1[CH:9]=[CH:10][CH2:48][CH2:47][CH2:46][CH2:45][N:43]([CH3:44])[C:42](=[O:51])[CH:15]1[CH:14]([CH2:18][CH:17]([O:19][C:20]3[C:29]4[C:24](=[C:25]([CH3:32])[C:26]([O:30][CH3:31])=[CH:27][CH:28]=4)[N:23]=[C:22]([C:33]4[CH:38]=[CH:37][CH:36]=[C:35]([CH:39]([CH3:40])[CH3:41])[N:34]=4)[CH:21]=3)[CH2:16]1)[C:12](=[O:13])[NH:11]2)=[O:5])[CH3:2]. The catalyst is ClCCCl. The yield is 0.660. The reactants are [CH2:1]([O:3][C:4]([C:6]1([NH:11][C:12]([CH:14]2[CH2:18][CH:17]([O:19][C:20]3[C:29]4[C:24](=[C:25]([CH3:32])[C:26]([O:30][CH3:31])=[CH:27][CH:28]=4)[N:23]=[C:22]([C:33]4[CH:38]=[CH:37][CH:36]=[C:35]([CH:39]([CH3:41])[CH3:40])[N:34]=4)[CH:21]=3)[CH2:16][CH:15]2[C:42](=[O:51])[N:43]([CH2:45][CH2:46][CH2:47][CH2:48]C=C)[CH3:44])=[O:13])[CH2:8][CH:7]1[CH:9]=[CH2:10])=[O:5])[CH3:2]. (5) The product is [C:1]1([NH:7][C:8]2[N:25]=[C:11]3[CH:12]=[CH:13][CH:14]=[C:15]([CH2:16][C:17]4[CH:18]=[C:19]([CH:22]=[CH:23][CH:24]=4)[C:20]([NH2:21])=[O:26])[N:10]3[N:9]=2)[CH:2]=[CH:3][CH:4]=[CH:5][CH:6]=1. The catalyst is C(O)C.O. The yield is 0.347. The reactants are [C:1]1([NH:7][C:8]2[N:25]=[C:11]3[CH:12]=[CH:13][CH:14]=[C:15]([CH2:16][C:17]4[CH:18]=[C:19]([CH:22]=[CH:23][CH:24]=4)[C:20]#[N:21])[N:10]3[N:9]=2)[CH:6]=[CH:5][CH:4]=[CH:3][CH:2]=1.[OH:26]O.[OH-].[Na+].Cl. (6) The reactants are Br.Br[CH:3]([C:5]1[CH:6]=[C:7]([C:22]([NH:24][CH2:25][CH2:26][N:27]([CH3:29])[CH3:28])=[O:23])[CH:8]=[C:9]2[C:14]=1[O:13][C:12]([N:15]1[CH2:20][CH2:19][O:18][CH2:17][CH2:16]1)=[CH:11][C:10]2=[O:21])[CH3:4].[F:30][C:31]1[CH:38]=[CH:37][C:34]([NH:35][CH3:36])=[CH:33][CH:32]=1. The catalyst is CN1C(=O)CCC1. The product is [CH3:28][N:27]([CH3:29])[CH2:26][CH2:25][NH:24][C:22]([C:7]1[CH:8]=[C:9]2[C:14](=[C:5]([CH:3]([N:35]([C:34]3[CH:37]=[CH:38][C:31]([F:30])=[CH:32][CH:33]=3)[CH3:36])[CH3:4])[CH:6]=1)[O:13][C:12]([N:15]1[CH2:20][CH2:19][O:18][CH2:17][CH2:16]1)=[CH:11][C:10]2=[O:21])=[O:23]. The yield is 0.531. (7) The reactants are [C:1](O)(=O)C(O)=O.[NH2:7][C:8]1[CH:12]=[CH:11][S:10][CH:9]=1.C(OC(OCC)OCC)C.[CH3:23][C:24]1([CH3:32])[O:29][C:28](=[O:30])[CH2:27][C:26](=[O:31])[O:25]1. No catalyst specified. The product is [CH3:23][C:24]1([CH3:32])[O:29][C:28](=[O:30])[C:27](=[CH:1][NH:7][C:8]2[CH:12]=[CH:11][S:10][CH:9]=2)[C:26](=[O:31])[O:25]1. The yield is 0.730.